Dataset: Catalyst prediction with 721,799 reactions and 888 catalyst types from USPTO. Task: Predict which catalyst facilitates the given reaction. (1) The catalyst class is: 17. Product: [Br:1][C:2]1[CH:3]=[C:4]([NH:5][S:11]([CH3:10])(=[O:13])=[O:12])[CH:6]=[CH:7][C:8]=1[CH3:9]. Reactant: [Br:1][C:2]1[CH:3]=[C:4]([CH:6]=[CH:7][C:8]=1[CH3:9])[NH2:5].[CH3:10][S:11](Cl)(=[O:13])=[O:12].CCOC(C)=O. (2) The catalyst class is: 4. Product: [CH2:1]([C:3]1[CH:10]=[C:9]([O:11][CH:14]2[CH2:15][CH2:16][CH2:17][CH2:18][O:13]2)[CH:8]=[C:7]([OH:12])[C:4]=1[CH:5]=[O:6])[CH3:2]. Reactant: [CH2:1]([C:3]1[CH:10]=[C:9]([OH:11])[CH:8]=[C:7]([OH:12])[C:4]=1[CH:5]=[O:6])[CH3:2].[O:13]1[CH:18]=[CH:17][CH2:16][CH2:15][CH2:14]1. (3) Reactant: [Br:1][C:2]1[CH:3]=[C:4]2[C:11]3([C:15](=[O:16])[NH:14][C:13](=O)[NH:12]3)[CH2:10][CH:9]([CH:18]3[CH2:23][CH2:22][CH2:21][O:20][CH2:19]3)[O:8][C:5]2=[CH:6][CH:7]=1.COC1C=CC(P2(SP(C3C=CC(OC)=CC=3)(=S)S2)=[S:33])=CC=1. Product: [Br:1][C:2]1[CH:3]=[C:4]2[C:11]3([C:15](=[O:16])[NH:14][C:13](=[S:33])[NH:12]3)[CH2:10][CH:9]([CH:18]3[CH2:23][CH2:22][CH2:21][O:20][CH2:19]3)[O:8][C:5]2=[CH:6][CH:7]=1. The catalyst class is: 12. (4) Reactant: Br[C:2]1[CH:11]=[CH:10][C:9]2[C:4](=[CH:5][CH:6]=[C:7]([O:12][C@H:13]3[CH2:18][CH2:17][C@@H:16]([CH:19]([CH3:21])[CH3:20])[CH2:15][CH2:14]3)[CH:8]=2)[CH:3]=1.[Li]CCCC.CN([CH:30]=[O:31])C. Product: [CH:19]([C@@H:16]1[CH2:17][CH2:18][C@H:13]([O:12][C:7]2[CH:8]=[C:9]3[C:4](=[CH:5][CH:6]=2)[CH:3]=[C:2]([CH:30]=[O:31])[CH:11]=[CH:10]3)[CH2:14][CH2:15]1)([CH3:21])[CH3:20]. The catalyst class is: 1. (5) Product: [CH:30]1([NH:36][C:37]([N:25]2[CH2:24][CH2:23][CH:22]([CH2:21][CH2:20][NH:19][C:17](=[O:18])[CH2:16][O:15][CH2:14][C:13]3[CH:28]=[CH:29][C:10]([F:9])=[CH:11][CH:12]=3)[CH2:27][CH2:26]2)=[O:38])[CH2:35][CH2:34][CH2:33][CH2:32][CH2:31]1. The catalyst class is: 4. Reactant: CN1CCOCC1.Cl.[F:9][C:10]1[CH:29]=[CH:28][C:13]([CH2:14][O:15][CH2:16][C:17]([NH:19][CH2:20][CH2:21][CH:22]2[CH2:27][CH2:26][NH:25][CH2:24][CH2:23]2)=[O:18])=[CH:12][CH:11]=1.[CH:30]1([N:36]=[C:37]=[O:38])[CH2:35][CH2:34][CH2:33][CH2:32][CH2:31]1. (6) Reactant: [Cl:1][C:2]1[CH:7]=[CH:6][C:5]([C@@H:8]([NH2:10])[CH3:9])=[CH:4][CH:3]=1.[CH:11]1[N:16]=[C:15](Cl)[C:14]2[N:18]=[CH:19][N:20]([C@@H:21]3[O:25][C@H:24]([CH2:26][OH:27])[C@@H:23]([OH:28])[C@H:22]3[OH:29])[C:13]=2[N:12]=1. Product: [Cl:1][C:2]1[CH:7]=[CH:6][C:5]([C@@H:8]([NH:10][C:15]2[C:14]3[N:18]=[CH:19][N:20]([C:13]=3[N:12]=[CH:11][N:16]=2)[C@@H:21]2[O:25][C@H:24]([CH2:26][OH:27])[C@@H:23]([OH:28])[C@H:22]2[OH:29])[CH3:9])=[CH:4][CH:3]=1. The catalyst class is: 14. (7) Product: [CH2:8]([CH:12]([CH2:15][CH2:16][CH2:17][CH2:18][CH2:19][CH3:20])[CH2:1][O:2][C:3]1[CH:7]=[CH:6][S:5][CH:4]=1)[CH2:9][CH2:10][CH3:11]. Reactant: [CH3:1][O:2][C:3]1[CH:7]=[CH:6][S:5][CH:4]=1.[CH2:8]([CH:12]([CH2:15][CH2:16][CH2:17][CH2:18][CH2:19][CH3:20])CO)[CH2:9][CH2:10][CH3:11].C1(C)C=CC(S(O)(=O)=O)=CC=1.O. The catalyst class is: 11. (8) Reactant: Br[C:2]1[C:7]([NH2:8])=[CH:6][C:5]([F:9])=[CH:4][N:3]=1.[CH3:10][Si:11]([C:14]#[CH:15])([CH3:13])[CH3:12]. Product: [F:9][C:5]1[CH:6]=[C:7]([NH2:8])[C:2]([C:15]#[C:14][Si:11]([CH3:13])([CH3:12])[CH3:10])=[N:3][CH:4]=1. The catalyst class is: 516.